Dataset: Catalyst prediction with 721,799 reactions and 888 catalyst types from USPTO. Task: Predict which catalyst facilitates the given reaction. (1) Reactant: [C:1]1([C:7]2[NH:8][CH:9]=[CH:10][N:11]=2)[CH:6]=[CH:5][CH:4]=[CH:3][CH:2]=1.[C:12]([O:16][CH3:17])(=[O:15])[CH:13]=[CH2:14]. Product: [C:1]1([C:7]2[N:11]([CH2:14][CH2:13][C:12]([O:16][CH3:17])=[O:15])[CH:10]=[CH:9][N:8]=2)[CH:2]=[CH:3][CH:4]=[CH:5][CH:6]=1. The catalyst class is: 5. (2) Reactant: [NH2:1][CH2:2][C:3]1[CH:4]=[C:5]([C:12]2[NH:16][C:15](=[O:17])[N:14]([C:18]3[CH:23]=[CH:22][C:21]([C:24]([F:27])([F:26])[F:25])=[CH:20][CH:19]=3)[N:13]=2)[C:6]([CH:9]([F:11])[F:10])=[N:7][CH:8]=1.C[O:29][CH2:30][C:31]([CH3:36])([CH3:35])[C:32](O)=[O:33].F[P-](F)(F)(F)(F)F.N1(O[P+](N(C)C)(N(C)C)N(C)C)C2C=CC=CC=2N=N1. Product: [F:10][CH:9]([F:11])[C:6]1[N:7]=[CH:8][C:3]([CH2:2][NH:1][C:30](=[O:29])[C:31]([CH3:36])([CH3:35])[CH2:32][OH:33])=[CH:4][C:5]=1[C:12]1[NH:16][C:15](=[O:17])[N:14]([C:18]2[CH:23]=[CH:22][C:21]([C:24]([F:26])([F:25])[F:27])=[CH:20][CH:19]=2)[N:13]=1. The catalyst class is: 3.